Dataset: Reaction yield outcomes from USPTO patents with 853,638 reactions. Task: Predict the reaction yield, written as a fraction of the theoretical maximum amount of product (1.0 means a 100% yield; for example, 0.34 means a 34% yield). The reactants are [Cl:1][C:2]1[CH:7]=[CH:6][N:5]=[C:4]2[CH:8]=[CH:9][S:10][C:3]=12.[Li]CCCC.[CH2:16]([N:18]1[C:22]([CH3:23])=[C:21](I)[N:20]=[CH:19]1)[CH3:17]. The catalyst is C1COCC1.[Cl-].[Cl-].[Zn+2].C1C=CC([P]([Pd]([P](C2C=CC=CC=2)(C2C=CC=CC=2)C2C=CC=CC=2)([P](C2C=CC=CC=2)(C2C=CC=CC=2)C2C=CC=CC=2)[P](C2C=CC=CC=2)(C2C=CC=CC=2)C2C=CC=CC=2)(C2C=CC=CC=2)C2C=CC=CC=2)=CC=1. The product is [Cl:1][C:2]1[CH:7]=[CH:6][N:5]=[C:4]2[CH:8]=[C:9]([C:21]3[N:20]=[CH:19][N:18]([CH2:16][CH3:17])[C:22]=3[CH3:23])[S:10][C:3]=12. The yield is 1.00.